Predict the product of the given reaction. From a dataset of Forward reaction prediction with 1.9M reactions from USPTO patents (1976-2016). (1) The product is: [CH3:37][C:31]1[N:30]=[CH:29][C:28]2[C:33](=[CH:34][CH:35]=[CH:36][C:27]=2[O:26][CH2:25][CH2:24][N:1]2[CH2:6][CH2:5][CH:4]([CH2:7][C:8]3[C:17]4[O:16][CH2:15][C:14](=[O:18])[NH:13][C:12]=4[CH:11]=[CH:10][CH:9]=3)[CH2:3][CH2:2]2)[N:32]=1. Given the reactants [NH:1]1[CH2:6][CH2:5][CH:4]([CH2:7][C:8]2[C:17]3[O:16][CH2:15][C:14](=[O:18])[NH:13][C:12]=3[CH:11]=[CH:10][CH:9]=2)[CH2:3][CH2:2]1.CS(O[CH2:24][CH2:25][O:26][C:27]1[CH:36]=[CH:35][CH:34]=[C:33]2[C:28]=1[CH:29]=[N:30][C:31]([CH3:37])=[N:32]2)(=O)=O, predict the reaction product. (2) Given the reactants [CH2:1]([O:8][C:9]([NH:11][CH:12]1[N:18]=[C:17]([CH2:19][CH3:20])[C:16]2[CH:21]=[CH:22][CH:23]=[C:24]([CH3:25])[C:15]=2[N:14]([CH2:26][C:27]([O:29]CC)=[O:28])[C:13]1=[O:32])=[O:10])[C:2]1[CH:7]=[CH:6][CH:5]=[CH:4][CH:3]=1.[OH-].[Na+], predict the reaction product. The product is: [CH2:1]([O:8][C:9]([NH:11][CH:12]1[N:18]=[C:17]([CH2:19][CH3:20])[C:16]2[CH:21]=[CH:22][CH:23]=[C:24]([CH3:25])[C:15]=2[N:14]([CH2:26][C:27]([OH:29])=[O:28])[C:13]1=[O:32])=[O:10])[C:2]1[CH:3]=[CH:4][CH:5]=[CH:6][CH:7]=1. (3) Given the reactants [CH:1]1([CH:6]2[CH2:19][C:18]3[O:17][C:16](=O)[C:15]4[CH:14]=[CH:13][N:12]=[CH:11][C:10]=4[C:9]=3[CH2:8][O:7]2)[CH2:5][CH2:4][CH2:3][CH2:2]1.CO.[NH3:23], predict the reaction product. The product is: [CH:1]1([CH:6]2[CH2:19][C:18]3[NH:23][C:16](=[O:17])[C:15]4[CH:14]=[CH:13][N:12]=[CH:11][C:10]=4[C:9]=3[CH2:8][O:7]2)[CH2:5][CH2:4][CH2:3][CH2:2]1. (4) Given the reactants [CH:1]1([N:6]2[CH2:12][C:11]([F:14])([F:13])[C:10](=[O:15])[NH:9][C:8]3[CH:16]=[N:17][C:18]([NH:20][C:21]4[CH:29]=[CH:28][C:24]([C:25](O)=[O:26])=[CH:23][C:22]=4[O:30][CH3:31])=[N:19][C:7]2=3)[CH2:5][CH2:4][CH2:3][CH2:2]1.F[P-](F)(F)(F)(F)F.C[N:40](C(N(C)C)=[N+]1C2C(=NC=CC=2)[N+]([O-])=N1)C.C(N(C(C)C)CC)(C)C.[Cl-].[NH4+], predict the reaction product. The product is: [CH:1]1([N:6]2[CH2:12][C:11]([F:13])([F:14])[C:10](=[O:15])[NH:9][C:8]3[CH:16]=[N:17][C:18]([NH:20][C:21]4[CH:29]=[CH:28][C:24]([C:25]([NH2:40])=[O:26])=[CH:23][C:22]=4[O:30][CH3:31])=[N:19][C:7]2=3)[CH2:2][CH2:3][CH2:4][CH2:5]1. (5) Given the reactants Br[C:2]1[CH:3]=[CH:4][C:5]2[C:11]3[S:12][C:13]([C:15]([N:17]([C:19]4[CH:24]=[CH:23][CH:22]=[CH:21][C:20]=4[Cl:25])[CH3:18])=[O:16])=[CH:14][C:10]=3[CH2:9][CH2:8][O:7][C:6]=2[CH:26]=1.[C:27](=[O:31])([O:29][CH3:30])[NH2:28], predict the reaction product. The product is: [Cl:25][C:20]1[CH:21]=[CH:22][CH:23]=[CH:24][C:19]=1[N:17]([CH3:18])[C:15]([C:13]1[S:12][C:11]2[C:5]3[CH:4]=[CH:3][C:2]([NH:28][C:27](=[O:31])[O:29][CH3:30])=[CH:26][C:6]=3[O:7][CH2:8][CH2:9][C:10]=2[CH:14]=1)=[O:16]. (6) Given the reactants [Cl:1][C:2]1[C:7]([C:8]2[C:9](=[O:31])[N:10]([CH2:29][CH3:30])[C:11]3[C:16]([CH:17]=2)=[CH:15][N:14]=[C:13]([N:18](CC2C=CC(OC)=CC=2)[CH3:19])[CH:12]=3)=[CH:6][C:5]([NH:32][C:33]([NH:35][C:36]2[CH:41]=[CH:40][C:39]([F:42])=[C:38]([CH2:43][N:44]([CH3:46])[CH3:45])[CH:37]=2)=[O:34])=[C:4]([F:47])[CH:3]=1, predict the reaction product. The product is: [Cl:1][C:2]1[C:7]([C:8]2[C:9](=[O:31])[N:10]([CH2:29][CH3:30])[C:11]3[C:16]([CH:17]=2)=[CH:15][N:14]=[C:13]([NH:18][CH3:19])[CH:12]=3)=[CH:6][C:5]([NH:32][C:33]([NH:35][C:36]2[CH:41]=[CH:40][C:39]([F:42])=[C:38]([CH2:43][N:44]([CH3:45])[CH3:46])[CH:37]=2)=[O:34])=[C:4]([F:47])[CH:3]=1. (7) The product is: [C:52]([OH:53])([C:26]([F:29])([F:28])[F:27])=[O:55].[CH3:14][C:11]1[CH:12]=[CH:13][C:8]([S:7][CH2:6][C:5]2[CH:35]=[CH:36][C:2]([C:42]3[CH:43]=[CH:44][C:39]([C:38]([F:49])([F:48])[F:37])=[CH:40][CH:41]=3)=[CH:3][CH:4]=2)=[C:9]([C:15]2[N:20]=[C:19]([N:21]3[C:25]([C:26]([F:28])([F:29])[F:27])=[C:24]([C:30]([OH:32])=[O:31])[CH:23]=[N:22]3)[CH:18]=[CH:17][CH:16]=2)[CH:10]=1. Given the reactants Br[C:2]1[CH:36]=[CH:35][C:5]([CH2:6][S:7][C:8]2[CH:13]=[CH:12][C:11]([CH3:14])=[CH:10][C:9]=2[C:15]2[N:20]=[C:19]([N:21]3[C:25]([C:26]([F:29])([F:28])[F:27])=[C:24]([C:30]([O:32]CC)=[O:31])[CH:23]=[N:22]3)[CH:18]=[CH:17][CH:16]=2)=[CH:4][CH:3]=1.[F:37][C:38]([F:49])([F:48])[C:39]1[CH:44]=[CH:43][C:42](B(O)O)=[CH:41][CH:40]=1.[F-].[Cs+].[C:52](=[O:55])([O-])[O-:53].[Na+].[Na+].[OH-].[Na+], predict the reaction product. (8) Given the reactants [CH2:1]([C:4]1([C:10]2[CH:15]=[CH:14][CH:13]=[CH:12][CH:11]=2)[CH2:9][CH2:8][CH2:7][CH2:6][O:5]1)[CH:2]=[CH2:3].[OH2:16].[OH-].[Na+].OO, predict the reaction product. The product is: [C:10]1([C:4]2([CH2:1][CH2:2][CH2:3][OH:16])[CH2:9][CH2:8][CH2:7][CH2:6][O:5]2)[CH:15]=[CH:14][CH:13]=[CH:12][CH:11]=1.